Dataset: NCI-60 drug combinations with 297,098 pairs across 59 cell lines. Task: Regression. Given two drug SMILES strings and cell line genomic features, predict the synergy score measuring deviation from expected non-interaction effect. (1) Drug 1: CC1OCC2C(O1)C(C(C(O2)OC3C4COC(=O)C4C(C5=CC6=C(C=C35)OCO6)C7=CC(=C(C(=C7)OC)O)OC)O)O. Drug 2: C1CN(CCN1C(=O)CCBr)C(=O)CCBr. Cell line: MALME-3M. Synergy scores: CSS=18.3, Synergy_ZIP=-3.72, Synergy_Bliss=-2.41, Synergy_Loewe=-8.81, Synergy_HSA=-2.25. (2) Drug 1: C1=CC(=CC=C1CCCC(=O)O)N(CCCl)CCCl. Drug 2: C1=NC(=NC(=O)N1C2C(C(C(O2)CO)O)O)N. Cell line: SF-539. Synergy scores: CSS=13.1, Synergy_ZIP=-2.35, Synergy_Bliss=-5.24, Synergy_Loewe=-6.29, Synergy_HSA=-5.64.